This data is from Experimentally validated miRNA-target interactions with 360,000+ pairs, plus equal number of negative samples. The task is: Binary Classification. Given a miRNA mature sequence and a target amino acid sequence, predict their likelihood of interaction. (1) The miRNA is hsa-miR-5009-3p with sequence UCCUAAAUCUGAAAGUCCAAAA. The protein sequence of the target gene is MHHQQRMAALGTDKELSDLLDFSAMFSPPVSSGKNGPTSLASGHFTGSNVEDRSSSGSWGTGGHPSPSRNYGDGTPYDHMTSRDLGSHDNLSPPFVNSRIQSKTERGSYSSYGRENVQGCHQQSLLGGDMDMGNPGTLSPTKPGSQYYQYSSNNARRRPLHSSAMEVQTKKVRKVPPGLPSSVYAPSASTADYNRDSPGYPSSKPAASTFPSSFFMQDGHHSSDPWSSSSGMNQPGYGGMLGNSSHIPQSSSYCSLHPHERLSYPSHSSADINSSLPPMSTFHRSGTNHYSTSSCTPPAN.... Result: 0 (no interaction). (2) The miRNA is hsa-miR-6887-5p with sequence UGGGGGGACAGAUGGAGAGGACA. The protein sequence of the target gene is MDWKLEGSTQKVESPVLQGQEGILEETGEDGLPEGFQLLQIDAEGECQEGEILATGSTAWCSKNVQRKQRHWEKIVAAKKSKRKQEKERRKANRAENPGICPQHSKRFLRALTKDKLLEAKHSGPRLCIDLSMTHYMSKKELSRLAGQIRRLYGSNKKADRPFWICLTGFTTDSPLYEECVRMNDGFSSYLLDITEEDCFSLFPLETLVYLTPDSEHALEDVDLNKVYILGGLVDESIQKKVTFQKAREYSVKTARLPIQEYMVRNQNGKNYHSEILAINQVFDILSTYLETHNWPEALK.... Result: 0 (no interaction). (3) The miRNA is hsa-miR-3163 with sequence UAUAAAAUGAGGGCAGUAAGAC. The protein sequence of the target gene is MVAAAAATEARLRRRTAATAALAGRSGGPHWDWDVTRAGRPGLGAGLRLPRLLSPPLRPRLLLLLLLLSPPLLLLLLPCEAEAAAAAAAVSGSAAAEAKECDRPCVNGGRCNPGTGQCVCPAGWVGEQCQHCGGRFRLTGSSGFVTDGPGNYKYKTKCTWLIEGQPNRIMRLRFNHFATECSWDHLYVYDGDSIYAPLVAAFSGLIVPERDGNETVPEVVATSGYALLHFFSDAAYNLTGFNITYSFDMCPNNCSGRGECKISNSSDTVECECSENWKGEACDIPHCTDNCGFPHRGICN.... Result: 0 (no interaction). (4) The miRNA is hsa-miR-1252-5p with sequence AGAAGGAAAUUGAAUUCAUUUA. The protein sequence of the target gene is MEAGSGPPGGPGSESPNRAVEYLLELNNIIESQQQLLETQRRRIEELEGQLDQLTQENRDLREESQLHRGELHRDPHGARDSPGRESQYQNLRETQFHHRELRESQFHQAARDVGYPNREGAYQNREAVYRDKERDASYPLQDTTGYTARERDVAQCHLHHENPALGRERGGREAGPAHPGREKEAGYSAAVGVGPRPPRERGQLSRGASRSSSPGAGGGHSTSTSTSPATTLQRKSDGENSRTVSVEGDAPGSDLSTAVDSPGSQPPYRLSQLPPSSSHMGGPPAGVGLPWAQRARLQP.... Result: 1 (interaction). (5) The miRNA is hsa-miR-1181 with sequence CCGUCGCCGCCACCCGAGCCG. The protein sequence of the target gene is MRPERPRPRGSAPGPMETPPWDPARNDSLPPTLTPAVPPYVKLGLTVVYTVFYALLFVFIYVQLWLVLRYRHKRLSYQSVFLFLCLFWASLRTVLFSFYFKDFVAANSLSPFVFWLLYCFPVCLQFFTLTLMNLYFTQVIFKAKSKYSPELLKYRLPLYLASLFISLVFLLVNLTCAVLVKTGNWERKVIVSVRVAINDTLFVLCAVSLSICLYKISKMSLANIYLESKGSSVCQVTAIGVTVILLYTSRACYNLFILSFSQNKSVHSFDYDWYNVSDQADLKNQLGDAGYVLFGVVLFV.... Result: 0 (no interaction). (6) The miRNA is hsa-miR-3666 with sequence CAGUGCAAGUGUAGAUGCCGA. The protein sequence of the target gene is MKLLVILLFSGLITGFRSDSSSSLPPKLLLVSFDGFRADYLKNYEFPHLQNFIKEGVLVEHVKNVFITKTFPNHYSIVTGLYEESHGIVANSMYDAVTKKHFSDSNDKDPFWWNEAVPIWVTNQLQENRSSAAAMWPGTDVPIHDTISSYFMNYNSSVSFEERLNNITMWLNNSNPPVTFATLYWEEPDASGHKYGPEDKENMSRVLKKIDDLIGDLVQRLKMLGLWENLNVIITSDHGMTQCSQDRLINLDSCIDHSYYTLIDLSPVAAILPKINRTEVYNKLKNCSPHMNVYLKEDIP.... Result: 1 (interaction).